From a dataset of Catalyst prediction with 721,799 reactions and 888 catalyst types from USPTO. Predict which catalyst facilitates the given reaction. (1) Reactant: C1(C)C(S(O[CH2:11][CH2:12][CH2:13][CH2:14][C:15]2[CH:20]=[CH:19][C:18]([C:21]#[N:22])=[CH:17][CH:16]=2)(=O)=O)=CC=CC=1.Cl.[CH:25]12[O:33][CH:29]([CH2:30][NH:31][CH2:32]1)[CH2:28][N:27]([C:34]([O:36][C:37]([CH3:40])([CH3:39])[CH3:38])=[O:35])[CH2:26]2.C(=O)([O-])[O-].[K+].[K+]. Product: [C:21]([C:18]1[CH:17]=[CH:16][C:15]([CH2:14][CH2:13][CH2:12][CH2:11][N:31]2[CH2:32][CH:25]3[O:33][CH:29]([CH2:28][N:27]([C:34]([O:36][C:37]([CH3:40])([CH3:39])[CH3:38])=[O:35])[CH2:26]3)[CH2:30]2)=[CH:20][CH:19]=1)#[N:22]. The catalyst class is: 9. (2) Reactant: [C:1](Cl)(=[O:3])[CH3:2].[C:5]([O:9][C:10](=[O:53])[N:11]([CH:40]1[CH2:45][CH2:44][N:43]([CH2:46][C:47]2[CH:52]=[CH:51][CH:50]=[CH:49][CH:48]=2)[CH2:42][CH2:41]1)[CH2:12][C:13]1[N:14]=[C:15]([CH2:37][NH:38][CH3:39])[N:16]([C:18]([C:31]2[CH:36]=[CH:35][CH:34]=[CH:33][CH:32]=2)([C:25]2[CH:30]=[CH:29][CH:28]=[CH:27][CH:26]=2)[C:19]2[CH:24]=[CH:23][CH:22]=[CH:21][CH:20]=2)[CH:17]=1)([CH3:8])([CH3:7])[CH3:6].C(N(CC)CC)C. Product: [C:5]([O:9][C:10](=[O:53])[N:11]([CH2:12][C:13]1[N:14]=[C:15]([CH2:37][N:38]([C:1](=[O:3])[CH3:2])[CH3:39])[N:16]([C:18]([C:31]2[CH:32]=[CH:33][CH:34]=[CH:35][CH:36]=2)([C:19]2[CH:20]=[CH:21][CH:22]=[CH:23][CH:24]=2)[C:25]2[CH:30]=[CH:29][CH:28]=[CH:27][CH:26]=2)[CH:17]=1)[CH:40]1[CH2:45][CH2:44][N:43]([CH2:46][C:47]2[CH:52]=[CH:51][CH:50]=[CH:49][CH:48]=2)[CH2:42][CH2:41]1)([CH3:8])([CH3:6])[CH3:7]. The catalyst class is: 1. (3) Reactant: [Cl:1][C:2]1[CH:3]=[C:4]2[C:8](=[CH:9][CH:10]=1)[NH:7][CH:6]=[C:5]2[CH2:11][CH2:12][NH:13][C:14](=[O:22])[C:15]1[CH:20]=[CH:19][CH:18]=[CH:17][C:16]=1I.[C:23]1([CH3:32])[CH:28]=[CH:27][CH:26]=[C:25](B(O)O)[CH:24]=1.C(=O)([O-])[O-].[Na+].[Na+]. Product: [Cl:1][C:2]1[CH:3]=[C:4]2[C:8](=[CH:9][CH:10]=1)[NH:7][CH:6]=[C:5]2[CH2:11][CH2:12][NH:13][C:14]([C:15]1[C:16]([C:25]2[CH:26]=[CH:27][CH:28]=[C:23]([CH3:32])[CH:24]=2)=[CH:17][CH:18]=[CH:19][CH:20]=1)=[O:22]. The catalyst class is: 437. (4) Reactant: [NH2:1][C:2]([NH2:4])=[O:3].[S:5]([O-:9])([O-:8])(=[O:7])=[O:6].[NH4+:10].[NH4+]. Product: [NH2:1][C:2]([NH2:4])=[O:3].[S:5]([O-:9])([O-:8])(=[O:7])=[O:6].[NH4+:10].[NH4+:1]. The catalyst class is: 6. (5) Reactant: C(OC([N:8]1[CH2:13][CH2:12][CH:11]([CH2:14][NH:15][C:16]2[C:21]([C:22]3[CH:23]=[N:24][N:25]([CH3:27])[CH:26]=3)=[CH:20][N:19]=[C:18]([C:28]3[CH:33]=[CH:32][CH:31]=[C:30]([C:34]4[CH:35]=[N:36][N:37]([CH3:39])[CH:38]=4)[CH:29]=3)[N:17]=2)[CH2:10][CH2:9]1)=O)(C)(C)C.[ClH:40]. Product: [ClH:40].[CH3:27][N:25]1[CH:26]=[C:22]([C:21]2[C:16]([NH:15][CH2:14][CH:11]3[CH2:12][CH2:13][NH:8][CH2:9][CH2:10]3)=[N:17][C:18]([C:28]3[CH:33]=[CH:32][CH:31]=[C:30]([C:34]4[CH:35]=[N:36][N:37]([CH3:39])[CH:38]=4)[CH:29]=3)=[N:19][CH:20]=2)[CH:23]=[N:24]1. The catalyst class is: 798. (6) Reactant: P(Cl)(Cl)(Cl)=O.CN(C)[CH:8]=[O:9].[NH:11]1[C:19]2[C:14](=[CH:15][C:16]([C:20]([O:22][CH3:23])=[O:21])=[CH:17][CH:18]=2)[CH:13]=[CH:12]1.C(=O)([O-])[O-].[K+].[K+]. Product: [CH:8]([C:13]1[C:14]2[C:19](=[CH:18][CH:17]=[C:16]([C:20]([O:22][CH3:23])=[O:21])[CH:15]=2)[NH:11][CH:12]=1)=[O:9]. The catalyst class is: 6.